Dataset: Full USPTO retrosynthesis dataset with 1.9M reactions from patents (1976-2016). Task: Predict the reactants needed to synthesize the given product. (1) Given the product [CH2:1]([O:8][C:9]1[C:10]([C:19]([F:22])([F:20])[F:21])=[CH:11][C:12]([F:18])=[C:13]([CH:14]=1)[NH2:15])[C:2]1[CH:3]=[CH:4][CH:5]=[CH:6][CH:7]=1, predict the reactants needed to synthesize it. The reactants are: [CH2:1]([O:8][C:9]1[CH:14]=[C:13]([N+:15]([O-])=O)[C:12]([F:18])=[CH:11][C:10]=1[C:19]([F:22])([F:21])[F:20])[C:2]1[CH:7]=[CH:6][CH:5]=[CH:4][CH:3]=1.[BH4-].[Na+]. (2) Given the product [Cl:21][C:22]1[CH:23]=[C:24]([C:25]([N:18]2[CH2:19][CH2:20][C:14]3[NH:13][C:12]4[N:11]=[CH:10][CH:9]=[C:8]([NH:7][C:1]5[CH:2]=[CH:3][CH:4]=[CH:5][CH:6]=5)[C:16]=4[C:15]=3[CH2:17]2)=[O:26])[CH:28]=[CH:29][CH:30]=1, predict the reactants needed to synthesize it. The reactants are: [C:1]1([NH:7][C:8]2[C:16]3[C:15]4[CH2:17][NH:18][CH2:19][CH2:20][C:14]=4[NH:13][C:12]=3[N:11]=[CH:10][CH:9]=2)[CH:6]=[CH:5][CH:4]=[CH:3][CH:2]=1.[Cl:21][C:22]1[CH:23]=[C:24]([CH:28]=[CH:29][CH:30]=1)[C:25](Cl)=[O:26].C(N(CC)CC)C. (3) Given the product [CH2:1]([NH:7][C:8]1[CH:13]=[CH:12][C:11]([NH2:14])=[C:10]([O:17][CH3:18])[CH:9]=1)[CH2:2][CH2:3][CH2:4][CH2:5][CH3:6], predict the reactants needed to synthesize it. The reactants are: [CH2:1]([NH:7][C:8]1[CH:13]=[CH:12][C:11]([N+:14]([O-])=O)=[C:10]([O:17][CH3:18])[CH:9]=1)[CH2:2][CH2:3][CH2:4][CH2:5][CH3:6].[H][H]. (4) The reactants are: [I:1][C:2]1[CH:3]=[C:4]([C:8]2([C:16](=[S:18])[NH2:17])[CH2:14][C@H:13]3[NH:15][C@H:10]([CH:11]=[CH:12]3)[CH2:9]2)[CH:5]=[N:6][CH:7]=1.C([O-])([O-])=O.[K+].[K+].FC(F)(F)S(O[CH2:31][CH:32]([F:34])[F:33])(=O)=O.O. Given the product [F:33][CH:32]([F:34])[CH2:31][N:15]1[C@H:10]2[CH:11]=[CH:12][C@@H:13]1[CH2:14][C:8]([C:4]1[CH:5]=[N:6][CH:7]=[C:2]([I:1])[CH:3]=1)([C:16](=[S:18])[NH2:17])[CH2:9]2, predict the reactants needed to synthesize it. (5) The reactants are: [F:1][C:2]1[CH:7]=[CH:6][C:5]([N:8]2[CH:12]=[C:11]([C:13](O)=[O:14])[N:10]=[CH:9]2)=[CH:4][CH:3]=1.O1CCCC1.B.CO. Given the product [F:1][C:2]1[CH:3]=[CH:4][C:5]([N:8]2[CH:12]=[C:11]([CH2:13][OH:14])[N:10]=[CH:9]2)=[CH:6][CH:7]=1, predict the reactants needed to synthesize it. (6) Given the product [F:9][C:5]1[CH:4]=[C:3]([CH2:2][O:18][C:10](=[O:17])[C:11]2[CH:16]=[CH:15][CH:14]=[CH:13][CH:12]=2)[CH:8]=[CH:7][N:6]=1, predict the reactants needed to synthesize it. The reactants are: Br[CH2:2][C:3]1[CH:8]=[CH:7][N:6]=[C:5]([F:9])[CH:4]=1.[C:10]([O-:18])(=[O:17])[C:11]1[CH:16]=[CH:15][CH:14]=[CH:13][CH:12]=1.[Na+].CCOCC. (7) The reactants are: Cl.[Br:2][C:3]1[CH:8]=[CH:7][CH:6]=[CH:5][C:4]=1[NH:9][NH2:10].O[CH:12]=[C:13]1[CH2:18][CH2:17][CH2:16][CH2:15][C:14]1=O. Given the product [Br:2][C:3]1[CH:8]=[CH:7][CH:6]=[CH:5][C:4]=1[N:9]1[C:14]2[CH2:15][CH2:16][CH2:17][CH2:18][C:13]=2[CH:12]=[N:10]1, predict the reactants needed to synthesize it.